Dataset: Catalyst prediction with 721,799 reactions and 888 catalyst types from USPTO. Task: Predict which catalyst facilitates the given reaction. (1) The catalyst class is: 4. Product: [F:16][C:17]1[CH:41]=[CH:40][CH:39]=[C:38]([F:42])[C:18]=1[C:19]([N:21]1[CH2:9][N:8]([CH3:13])[CH2:7][N:24]([C:25]2[CH:30]=[CH:29][C:28]([S:31]([CH:34]([F:35])[F:36])(=[O:32])=[O:33])=[CH:27][C:26]=2[F:37])[C:22]1=[O:23])=[O:20]. Reactant: P(Cl)(Cl)(Cl)(Cl)Cl.[CH3:7][N:8]1[CH2:13]N(C)CN(C)[CH2:9]1.[F:16][C:17]1[CH:41]=[CH:40][CH:39]=[C:38]([F:42])[C:18]=1[C:19]([NH:21][C:22]([NH:24][C:25]1[CH:30]=[CH:29][C:28]([S:31]([CH:34]([F:36])[F:35])(=[O:33])=[O:32])=[CH:27][C:26]=1[F:37])=[O:23])=[O:20].C(N(CC)CC)C.[OH-].[Na+]. (2) Reactant: [CH3:1][C:2]1[N:3]([CH2:7][CH2:8][O:9][C:10]2[CH:15]=[CH:14][C:13]([N:16]3[C:21](=[O:22])[CH:20]=[CH:19][C:18]4[C:23]([C:29]5[CH:34]=[CH:33][CH:32]=[CH:31][CH:30]=5)=[C:24]([C:26]([NH2:28])=O)[S:25][C:17]3=4)=[CH:12][CH:11]=2)[CH:4]=[CH:5][N:6]=1.N1C=CC=CC=1.FC(F)(F)C(OC(=O)C(F)(F)F)=O. The catalyst class is: 168. Product: [CH3:1][C:2]1[N:3]([CH2:7][CH2:8][O:9][C:10]2[CH:11]=[CH:12][C:13]([N:16]3[C:21](=[O:22])[CH:20]=[CH:19][C:18]4[C:23]([C:29]5[CH:30]=[CH:31][CH:32]=[CH:33][CH:34]=5)=[C:24]([C:26]#[N:28])[S:25][C:17]3=4)=[CH:14][CH:15]=2)[CH:4]=[CH:5][N:6]=1. (3) Reactant: [CH3:1][S:2]([C:5]1[CH:10]=[CH:9][C:8]([C:11]23[CH2:18][CH2:17][C:14]([NH2:19])([CH2:15][CH2:16]2)[CH2:13][CH2:12]3)=[CH:7][CH:6]=1)(=[O:4])=[O:3].[C:20]([N:28]=[C:29]=[S:30])(=[O:27])[C:21]1[CH:26]=[CH:25][CH:24]=[CH:23][CH:22]=1. Product: [C:20]([NH:28][C:29]([NH:19][C:14]12[CH2:17][CH2:18][C:11]([C:8]3[CH:7]=[CH:6][C:5]([S:2]([CH3:1])(=[O:3])=[O:4])=[CH:10][CH:9]=3)([CH2:16][CH2:15]1)[CH2:12][CH2:13]2)=[S:30])(=[O:27])[C:21]1[CH:26]=[CH:25][CH:24]=[CH:23][CH:22]=1. The catalyst class is: 2. (4) The catalyst class is: 2. Product: [Br:11][C:8]1[CH:7]=[C:6]([CH3:10])[C:4]([NH2:5])=[C:3]([CH2:1][CH3:2])[CH:9]=1. Reactant: [CH2:1]([C:3]1[CH:9]=[CH:8][CH:7]=[C:6]([CH3:10])[C:4]=1[NH2:5])[CH3:2].[Br:11]Br.[OH-].[Na+].O. (5) Reactant: C(OC([N:6]1[CH:10]=[CH:9][S:8][CH:7]1[CH:11]([C:17]([O:19][CH2:20][CH3:21])=[O:18])[C:12]([O:14][CH2:15][CH3:16])=[O:13])=O)C.ClC1C(=O)C(=O)C(Cl)=C(Cl)C=1Cl. Product: [S:8]1[CH:9]=[CH:10][NH:6][C:7]1=[C:11]([C:17]([O:19][CH2:20][CH3:21])=[O:18])[C:12]([O:14][CH2:15][CH3:16])=[O:13]. The catalyst class is: 4. (6) Reactant: [OH:1][C:2]1[CH:7]=[CH:6][C:5]([C:8]2[N:17]([CH3:18])[C:16](=[O:19])[C:15]3[C:10](=[C:11]([CH3:20])[CH:12]=[CH:13][CH:14]=3)[N:9]=2)=[CH:4][CH:3]=1.Cl[CH2:22][CH2:23][CH2:24]Br.C(=O)([O-])[O-].[K+].[K+].[I-].[K+].[NH:34]1[CH2:39][CH2:38][CH2:37][CH2:36][CH2:35]1. Product: [CH3:18][N:17]1[C:16](=[O:19])[C:15]2[C:10](=[C:11]([CH3:20])[CH:12]=[CH:13][CH:14]=2)[N:9]=[C:8]1[C:5]1[CH:4]=[CH:3][C:2]([O:1][CH2:22][CH2:23][CH2:24][N:34]2[CH2:39][CH2:38][CH2:37][CH2:36][CH2:35]2)=[CH:7][CH:6]=1. The catalyst class is: 39. (7) Reactant: [Cl:1][C:2]1[C:3](O)=[N:4][C:5]([C:11]2[CH:16]=[CH:15][CH:14]=[CH:13][N:12]=2)=[N:6][C:7]=1[C:8]([OH:10])=[O:9].P(Cl)(Cl)([Cl:20])=O.N. Product: [Cl:20][C:3]1[C:2]([Cl:1])=[C:7]([C:8]([OH:10])=[O:9])[N:6]=[C:5]([C:11]2[CH:16]=[CH:15][CH:14]=[CH:13][N:12]=2)[N:4]=1. The catalyst class is: 10. (8) Reactant: [C:1]([OH:7])(=[O:6])[CH2:2][CH2:3][C:4]#[CH:5].C([O-])([O-])=O.[K+].[K+].[CH2:14](Br)[C:15]1[CH:20]=[CH:19][CH:18]=[CH:17][CH:16]=1. Product: [C:1]([O:7][CH2:14][C:15]1[CH:20]=[CH:19][CH:18]=[CH:17][CH:16]=1)(=[O:6])[CH2:2][CH2:3][C:4]#[CH:5]. The catalyst class is: 18. (9) Reactant: [NH2:1][C:2]1[CH:7]=[CH:6][CH:5]=[CH:4][C:3]=1[NH:8][C:9]1[C:10]([CH3:19])=[C:11]([CH:16]=[CH:17][CH:18]=1)[C:12]([O:14][CH3:15])=[O:13].N1([C:25](N2C=CN=C2)=[S:26])C=CN=C1.C(=O)(O)[O-].[Na+]. Product: [CH3:19][C:10]1[C:9]([N:8]2[C:3]3[CH:4]=[CH:5][CH:6]=[CH:7][C:2]=3[NH:1][C:25]2=[S:26])=[CH:18][CH:17]=[CH:16][C:11]=1[C:12]([O:14][CH3:15])=[O:13]. The catalyst class is: 7. (10) Reactant: [NH2:1][C:2]1[N:11]=[C:10]([C:12]([N:14]2[CH2:22][C:21]3[C:16](=[CH:17][CH:18]=[CH:19][CH:20]=3)[CH2:15]2)=[O:13])[C:9]2[C:4](=[CH:5][CH:6]=[C:7]([C:23]3[CH:28]=[CH:27][CH:26]=[CH:25][C:24]=3[S:29]([OH:32])(=O)=[O:30])[CH:8]=2)[N:3]=1.S(Cl)([Cl:35])=O. Product: [NH2:1][C:2]1[N:11]=[C:10]([C:12]([N:14]2[CH2:22][C:21]3[C:16](=[CH:17][CH:18]=[CH:19][CH:20]=3)[CH2:15]2)=[O:13])[C:9]2[C:4](=[CH:5][CH:6]=[C:7]([C:23]3[CH:28]=[CH:27][CH:26]=[CH:25][C:24]=3[S:29]([Cl:35])(=[O:32])=[O:30])[CH:8]=2)[N:3]=1. The catalyst class is: 3.